From a dataset of Peptide-MHC class I binding affinity with 185,985 pairs from IEDB/IMGT. Regression. Given a peptide amino acid sequence and an MHC pseudo amino acid sequence, predict their binding affinity value. This is MHC class I binding data. (1) The peptide sequence is KFFPSSSYR. The MHC is HLA-B07:02 with pseudo-sequence HLA-B07:02. The binding affinity (normalized) is 0.0847. (2) The MHC is HLA-A11:01 with pseudo-sequence HLA-A11:01. The binding affinity (normalized) is 0. The peptide sequence is RPMREVRFL. (3) The peptide sequence is FTSCELYHY. The MHC is HLA-A30:02 with pseudo-sequence HLA-A30:02. The binding affinity (normalized) is 0.455.